Dataset: Full USPTO retrosynthesis dataset with 1.9M reactions from patents (1976-2016). Task: Predict the reactants needed to synthesize the given product. The reactants are: [Cl:1][C:2]1[CH:3]=[C:4]2[CH:10]=[CH:9]NC2=NC=1.[CH2:11]1[N:16]2[CH2:17][N:16]3[CH2:11][N:12]([CH2:13]2)[CH2:13][N:12]1[CH2:17]3.[OH2:21]. Given the product [Cl:1][C:2]1[CH:3]=[C:4]2[C:10]([CH:9]=[O:21])=[CH:17][NH:16][C:11]2=[N:12][CH:13]=1, predict the reactants needed to synthesize it.